Task: Predict the reactants needed to synthesize the given product.. Dataset: Full USPTO retrosynthesis dataset with 1.9M reactions from patents (1976-2016) (1) Given the product [N+:60]([C:63]1[CH:75]=[CH:74][C:66]([O:67][CH:68]2[CH2:73][CH2:72][N:71]([C:23](=[O:24])[CH2:22][CH2:21][N:18]3[CH2:19][CH2:20][CH:15]([C:12]4[CH:11]=[CH:10][C:9]([O:2][C:3]5[CH:4]=[CH:5][CH:6]=[CH:7][CH:8]=5)=[CH:14][CH:13]=4)[CH2:16][CH2:17]3)[CH2:70][CH2:69]2)=[CH:65][C:64]=1[C:76]([F:79])([F:77])[F:78])([O-:62])=[O:61], predict the reactants needed to synthesize it. The reactants are: [Li+].[O:2]([C:9]1[CH:14]=[CH:13][C:12]([CH:15]2[CH2:20][CH2:19][N:18]([CH2:21][CH2:22][C:23]([O-])=[O:24])[CH2:17][CH2:16]2)=[CH:11][CH:10]=1)[C:3]1[CH:8]=[CH:7][CH:6]=[CH:5][CH:4]=1.C(N(C(C)C)CC)(C)C.F[P-](F)(F)(F)(F)F.CN(C)C(ON1C2C=CC=CC=2N=N1)=[N+](C)C.Cl.[N+:60]([C:63]1[CH:75]=[CH:74][C:66]([O:67][CH:68]2[CH2:73][CH2:72][NH:71][CH2:70][CH2:69]2)=[CH:65][C:64]=1[C:76]([F:79])([F:78])[F:77])([O-:62])=[O:61]. (2) Given the product [CH2:1]([C:8]1[CH:9]=[C:10]([CH2:13][CH2:14][C:15]([O:17][CH2:18][CH3:19])=[O:16])[NH:11][CH:12]=1)[CH2:2][CH2:3][CH2:4][CH2:5][CH2:6][CH3:7], predict the reactants needed to synthesize it. The reactants are: [CH2:1]([C:8]1[CH:9]=[C:10](/[CH:13]=[CH:14]/[C:15]([O:17][CH2:18][CH3:19])=[O:16])[NH:11][CH:12]=1)[CH2:2][CH2:3][CH2:4][CH2:5][CH2:6][CH3:7].[H][H]. (3) Given the product [CH:1]1([C:4]2[CH:5]=[N:6][C:7]([NH:14][C:15]3[CH:16]=[C:17]4[C:21](=[CH:22][CH:23]=3)[N:20]([C:24]3[CH:25]=[CH:26][C:27]([F:30])=[CH:28][CH:29]=3)[CH:19]=[CH:18]4)=[C:8]([CH:13]=2)[C:9]([OH:11])=[O:10])[CH2:2][CH2:3]1, predict the reactants needed to synthesize it. The reactants are: [CH:1]1([C:4]2[CH:5]=[N:6][C:7]([NH:14][C:15]3[CH:16]=[C:17]4[C:21](=[CH:22][CH:23]=3)[N:20]([C:24]3[CH:29]=[CH:28][C:27]([F:30])=[CH:26][CH:25]=3)[CH:19]=[CH:18]4)=[C:8]([CH:13]=2)[C:9]([O:11]C)=[O:10])[CH2:3][CH2:2]1.[OH-].[Na+]. (4) Given the product [F:31][C:32]([F:43])([F:42])[C:33]1[O:34][C:5]([C:6]2[CH:7]=[CH:8][C:9]([C:12]3([C:15]([N:17]4[CH2:21][CH2:20][C@@:19]5([C:25]6[CH:26]=[CH:27][CH:28]=[CH:29][C:24]=6[C:23](=[O:30])[O:22]5)[CH2:18]4)=[O:16])[CH2:13][CH2:14]3)=[CH:10][CH:11]=2)=[N:4][N:3]=1, predict the reactants needed to synthesize it. The reactants are: N1[C:5]([C:6]2[CH:11]=[CH:10][C:9]([C:12]3([C:15]([N:17]4[CH2:21][CH2:20][C@@:19]5([C:25]6[CH:26]=[CH:27][CH:28]=[CH:29][C:24]=6[C:23](=[O:30])[O:22]5)[CH2:18]4)=[O:16])[CH2:14][CH2:13]3)=[CH:8][CH:7]=2)=[N:4][N:3]=N1.[F:31][C:32]([F:43])([F:42])[C:33](O[C:33](=[O:34])[C:32]([F:43])([F:42])[F:31])=[O:34]. (5) Given the product [Br:15][C:4]1[CH:5]=[C:6]2[C:11](=[CH:12][C:3]=1[O:2][CH3:1])[C:10]([CH3:14])([CH3:13])[CH2:9][CH2:8][CH2:7]2, predict the reactants needed to synthesize it. The reactants are: [CH3:1][O:2][C:3]1[CH:12]=[C:11]2[C:6]([CH2:7][CH2:8][CH2:9][C:10]2([CH3:14])[CH3:13])=[CH:5][CH:4]=1.[Br:15]Br. (6) Given the product [CH:13]1([C:10]2[O:11][CH:12]=[C:8]([C:5]3[CH:6]=[CH:7][C:2]([C:17]#[N:18])=[CH:3][CH:4]=3)[N:9]=2)[CH2:15][CH2:14]1, predict the reactants needed to synthesize it. The reactants are: Br[C:2]1[CH:7]=[CH:6][C:5]([C:8]2[N:9]=[C:10]([CH:13]3[CH2:15][CH2:14]3)[O:11][CH:12]=2)=[CH:4][CH:3]=1.[Cu](C#N)[C:17]#[N:18].[C-]#N.[Na+]. (7) Given the product [Br:12][C:6]1[C:7]2[S:11][N:10]=[CH:9][C:8]=2[C:3]([O:2][CH3:1])=[CH:4][CH:5]=1, predict the reactants needed to synthesize it. The reactants are: [CH3:1][O:2][C:3]1[C:8]2[CH:9]=[N:10][S:11][C:7]=2[CH:6]=[CH:5][CH:4]=1.[Br:12]Br.C([O-])(O)=O.[Na+].ClCCl. (8) Given the product [CH:1]([O:4][C:5]([N:7]1[CH2:12][CH2:11][CH:10]([O:13][C:14]2[C:19]([C:20]3[NH:36][CH2:35][CH2:34][N:21]=3)=[C:18]([NH:22][C:23]3[CH:28]=[CH:27][C:26]([S:29]([CH3:32])(=[O:31])=[O:30])=[CH:25][C:24]=3[F:33])[N:17]=[CH:16][N:15]=2)[CH2:9][CH2:8]1)=[O:6])([CH3:3])[CH3:2], predict the reactants needed to synthesize it. The reactants are: [CH:1]([O:4][C:5]([N:7]1[CH2:12][CH2:11][CH:10]([O:13][C:14]2[C:19]([C:20]#[N:21])=[C:18]([NH:22][C:23]3[CH:28]=[CH:27][C:26]([S:29]([CH3:32])(=[O:31])=[O:30])=[CH:25][C:24]=3[F:33])[N:17]=[CH:16][N:15]=2)[CH2:9][CH2:8]1)=[O:6])([CH3:3])[CH3:2].[CH2:34](N)[CH2:35][NH2:36].